Dataset: Forward reaction prediction with 1.9M reactions from USPTO patents (1976-2016). Task: Predict the product of the given reaction. (1) Given the reactants O=S(Cl)[Cl:3].[C:5]1([NH:11][CH2:12][C:13]([OH:15])=[O:14])[CH:10]=[CH:9][CH:8]=[CH:7][CH:6]=1.[CH2:16](O)[CH3:17], predict the reaction product. The product is: [ClH:3].[CH2:16]([O:14][C:13](=[O:15])[CH2:12][NH:11][C:5]1[CH:10]=[CH:9][CH:8]=[CH:7][CH:6]=1)[CH3:17]. (2) Given the reactants [N:1]1[C:10]2[C:5](=[CH:6][C:7]([C:11]3([C:14]([NH:16][NH2:17])=O)[CH2:13][CH2:12]3)=[CH:8][CH:9]=2)[CH:4]=[CH:3][CH:2]=1.[Cl:18][C:19]1[N:20]=[N:21][C:22](Cl)=[CH:23][CH:24]=1, predict the reaction product. The product is: [Cl:18][C:19]1[CH:24]=[CH:23][C:22]2[N:16]([C:14]([C:11]3([C:7]4[CH:6]=[C:5]5[C:10](=[CH:9][CH:8]=4)[N:1]=[CH:2][CH:3]=[CH:4]5)[CH2:13][CH2:12]3)=[N:20][N:21]=2)[N:17]=1. (3) Given the reactants [C-:1]#[N:2].[K+].CS(O[CH2:9][CH2:10][CH:11]([C:24]1[CH:29]=[CH:28][C:27]([CH3:30])=[CH:26][CH:25]=1)[C:12]1[C:20]2[C:15](=[C:16]([CH2:21][S:22][CH3:23])[CH:17]=[CH:18][CH:19]=2)[NH:14][CH:13]=1)(=O)=O, predict the reaction product. The product is: [CH3:30][C:27]1[CH:26]=[CH:25][C:24]([CH:11]([C:12]2[C:20]3[C:15](=[C:16]([CH2:21][S:22][CH3:23])[CH:17]=[CH:18][CH:19]=3)[NH:14][CH:13]=2)[CH2:10][CH2:9][C:1]#[N:2])=[CH:29][CH:28]=1. (4) Given the reactants O([C:5]([CH3:7])=[O:6])C(C)=O.[CH3:8][NH:9][C:10]1[CH:15]=[CH:14][CH:13]=[CH:12][CH:11]=1, predict the reaction product. The product is: [CH3:8][N:9]([C:10]1[CH:15]=[CH:14][CH:13]=[CH:12][CH:11]=1)[C:5](=[O:6])[CH3:7].